From a dataset of NCI-60 drug combinations with 297,098 pairs across 59 cell lines. Regression. Given two drug SMILES strings and cell line genomic features, predict the synergy score measuring deviation from expected non-interaction effect. (1) Drug 1: CCCCC(=O)OCC(=O)C1(CC(C2=C(C1)C(=C3C(=C2O)C(=O)C4=C(C3=O)C=CC=C4OC)O)OC5CC(C(C(O5)C)O)NC(=O)C(F)(F)F)O. Drug 2: C1CC(=O)NC(=O)C1N2C(=O)C3=CC=CC=C3C2=O. Cell line: SW-620. Synergy scores: CSS=34.1, Synergy_ZIP=3.30, Synergy_Bliss=1.78, Synergy_Loewe=-11.7, Synergy_HSA=2.20. (2) Drug 1: CC1=CC2C(CCC3(C2CCC3(C(=O)C)OC(=O)C)C)C4(C1=CC(=O)CC4)C. Drug 2: CC(C1=C(C=CC(=C1Cl)F)Cl)OC2=C(N=CC(=C2)C3=CN(N=C3)C4CCNCC4)N. Cell line: HOP-92. Synergy scores: CSS=-2.98, Synergy_ZIP=1.16, Synergy_Bliss=-3.28, Synergy_Loewe=-19.7, Synergy_HSA=-11.5. (3) Drug 1: C1=CC(=CC=C1C#N)C(C2=CC=C(C=C2)C#N)N3C=NC=N3. Drug 2: C1CN(P(=O)(OC1)NCCCl)CCCl. Cell line: TK-10. Synergy scores: CSS=5.64, Synergy_ZIP=-1.84, Synergy_Bliss=-1.59, Synergy_Loewe=0.678, Synergy_HSA=0.940. (4) Drug 1: CN1CCC(CC1)COC2=C(C=C3C(=C2)N=CN=C3NC4=C(C=C(C=C4)Br)F)OC. Drug 2: CCC1=C2CN3C(=CC4=C(C3=O)COC(=O)C4(CC)O)C2=NC5=C1C=C(C=C5)O. Cell line: KM12. Synergy scores: CSS=17.6, Synergy_ZIP=-0.0690, Synergy_Bliss=0.275, Synergy_Loewe=-19.2, Synergy_HSA=-2.30.